This data is from Reaction yield outcomes from USPTO patents with 853,638 reactions. The task is: Predict the reaction yield, written as a fraction of the theoretical maximum amount of product (1.0 means a 100% yield; for example, 0.34 means a 34% yield). (1) The reactants are Br[CH2:2][C:3]1[C:8]([CH3:9])=[N:7][C:6]([CH3:10])=[C:5]([CH3:11])[N:4]=1.[CH2:12]([O:14][C:15](=[O:27])[C:16]1[CH:26]=[C:23]([O:24][CH3:25])[C:21]([OH:22])=[C:18]([O:19][CH3:20])[CH:17]=1)[CH3:13].C(=O)([O-])[O-].[K+].[K+].CN(C=O)C. The catalyst is O. The product is [CH2:12]([O:14][C:15](=[O:27])[C:16]1[CH:17]=[C:18]([O:19][CH3:20])[C:21]([O:22][CH2:2][C:3]2[C:8]([CH3:9])=[N:7][C:6]([CH3:10])=[C:5]([CH3:11])[N:4]=2)=[C:23]([O:24][CH3:25])[CH:26]=1)[CH3:13]. The yield is 0.616. (2) The reactants are [CH3:1][O:2][C:3]1[CH:4]=[N:5][C:6]2[CH:7]=[CH:8][CH:9]=[C:10]([CH:13]=[O:14])[C:11]=2[N:12]=1.[BH4-].[Na+]. The catalyst is CCO. The product is [CH3:1][O:2][C:3]1[CH:4]=[N:5][C:6]2[C:11]([N:12]=1)=[C:10]([CH2:13][OH:14])[CH:9]=[CH:8][CH:7]=2. The yield is 0.710. (3) The reactants are [N+:1]([C:4]1[CH:5]=[CH:6][C:7]2[O:11][C:10]([C:12]3[CH:17]=[CH:16][C:15]([C:18]4[CH:23]=[CH:22][C:21]([C:24]([F:27])([F:26])[F:25])=[CH:20][CH:19]=4)=[CH:14][CH:13]=3)=[N:9][C:8]=2[CH:28]=1)([O-])=O. The catalyst is CO.C(OCC)(=O)C.[Pd]. The product is [F:27][C:24]([F:25])([F:26])[C:21]1[CH:20]=[CH:19][C:18]([C:15]2[CH:16]=[CH:17][C:12]([C:10]3[O:11][C:7]4[CH:6]=[CH:5][C:4]([NH2:1])=[CH:28][C:8]=4[N:9]=3)=[CH:13][CH:14]=2)=[CH:23][CH:22]=1. The yield is 0.546. (4) The reactants are C([O:4][CH2:5][C@@:6]1([CH3:18])[O:11][C:10]2=[N:12][C:13]([N+:15]([O-:17])=[O:16])=[CH:14][N:9]2[CH2:8][CH2:7]1)(=O)C.C([O-])([O-])=O.[K+].[K+]. The catalyst is CO.O. The product is [CH3:18][C@:6]1([CH2:5][OH:4])[O:11][C:10]2=[N:12][C:13]([N+:15]([O-:17])=[O:16])=[CH:14][N:9]2[CH2:8][CH2:7]1. The yield is 0.960. (5) The reactants are Br[C:2]1[C:3]([O:17][CH2:18][CH2:19][CH3:20])=[C:4]2[C:9](=[CH:10][CH:11]=1)[N:8]([C:12]([O:14][CH3:15])=[O:13])[C@@H:7]([CH3:16])[CH2:6][CH2:5]2.CC1(C)C(C)(C)OB([C:29]2[CH:30]=[N:31][N:32]([CH:34]3[CH2:39][CH2:38][N:37]([C:40]([O:42][C:43]([CH3:46])([CH3:45])[CH3:44])=[O:41])[CH2:36][CH2:35]3)[CH:33]=2)O1.C(=O)([O-])[O-].[Cs+].[Cs+]. The catalyst is O1CCOCC1.O.CC(C1C=C(C(C)C)C(C2C=CC=C(P(C3CCCCC3)C3CCCCC3)C=2)=C(C(C)C)C=1)C.C1C=[C-]C(C2C(N)=CC=CC=2)=CC=1.Cl[Pd+]. The product is [C:43]([O:42][C:40]([N:37]1[CH2:36][CH2:35][CH:34]([N:32]2[CH:33]=[C:29]([C:2]3[C:3]([O:17][CH2:18][CH2:19][CH3:20])=[C:4]4[C:9](=[CH:10][CH:11]=3)[N:8]([C:12]([O:14][CH3:15])=[O:13])[C@@H:7]([CH3:16])[CH2:6][CH2:5]4)[CH:30]=[N:31]2)[CH2:39][CH2:38]1)=[O:41])([CH3:46])([CH3:44])[CH3:45]. The yield is 1.00.